This data is from NCI-60 drug combinations with 297,098 pairs across 59 cell lines. The task is: Regression. Given two drug SMILES strings and cell line genomic features, predict the synergy score measuring deviation from expected non-interaction effect. (1) Drug 1: CN1CCC(CC1)COC2=C(C=C3C(=C2)N=CN=C3NC4=C(C=C(C=C4)Br)F)OC. Drug 2: C1CNP(=O)(OC1)N(CCCl)CCCl. Cell line: MOLT-4. Synergy scores: CSS=9.46, Synergy_ZIP=-1.54, Synergy_Bliss=3.69, Synergy_Loewe=-8.96, Synergy_HSA=2.17. (2) Drug 1: CS(=O)(=O)C1=CC(=C(C=C1)C(=O)NC2=CC(=C(C=C2)Cl)C3=CC=CC=N3)Cl. Synergy scores: CSS=57.9, Synergy_ZIP=4.75, Synergy_Bliss=7.33, Synergy_Loewe=-14.3, Synergy_HSA=9.79. Drug 2: CCC1=C2CN3C(=CC4=C(C3=O)COC(=O)C4(CC)O)C2=NC5=C1C=C(C=C5)O. Cell line: 786-0. (3) Drug 1: C1=CN(C=N1)CC(O)(P(=O)(O)O)P(=O)(O)O. Drug 2: C#CCC(CC1=CN=C2C(=N1)C(=NC(=N2)N)N)C3=CC=C(C=C3)C(=O)NC(CCC(=O)O)C(=O)O. Cell line: SK-OV-3. Synergy scores: CSS=-1.16, Synergy_ZIP=-0.160, Synergy_Bliss=-0.294, Synergy_Loewe=-2.65, Synergy_HSA=-2.77. (4) Synergy scores: CSS=92.0, Synergy_ZIP=0.534, Synergy_Bliss=1.49, Synergy_Loewe=0.618, Synergy_HSA=1.27. Drug 2: B(C(CC(C)C)NC(=O)C(CC1=CC=CC=C1)NC(=O)C2=NC=CN=C2)(O)O. Drug 1: C1CCC(C(C1)N)N.C(=O)(C(=O)[O-])[O-].[Pt+4]. Cell line: HL-60(TB). (5) Drug 1: C1CCC(C1)C(CC#N)N2C=C(C=N2)C3=C4C=CNC4=NC=N3. Drug 2: CCC1(C2=C(COC1=O)C(=O)N3CC4=CC5=C(C=CC(=C5CN(C)C)O)N=C4C3=C2)O.Cl. Cell line: UO-31. Synergy scores: CSS=25.6, Synergy_ZIP=-7.45, Synergy_Bliss=-1.86, Synergy_Loewe=0.0236, Synergy_HSA=1.52. (6) Drug 1: CCC1(C2=C(COC1=O)C(=O)N3CC4=CC5=C(C=CC(=C5CN(C)C)O)N=C4C3=C2)O.Cl. Drug 2: B(C(CC(C)C)NC(=O)C(CC1=CC=CC=C1)NC(=O)C2=NC=CN=C2)(O)O. Cell line: BT-549. Synergy scores: CSS=55.3, Synergy_ZIP=-2.40, Synergy_Bliss=-2.16, Synergy_Loewe=-1.70, Synergy_HSA=0.511. (7) Drug 1: CN(CCCl)CCCl.Cl. Drug 2: CC1=C(C(=O)C2=C(C1=O)N3CC4C(C3(C2COC(=O)N)OC)N4)N. Cell line: HOP-62. Synergy scores: CSS=49.9, Synergy_ZIP=-1.65, Synergy_Bliss=-2.69, Synergy_Loewe=-21.2, Synergy_HSA=-2.17. (8) Drug 1: CC(C1=C(C=CC(=C1Cl)F)Cl)OC2=C(N=CC(=C2)C3=CN(N=C3)C4CCNCC4)N. Drug 2: C1CC(=O)NC(=O)C1N2CC3=C(C2=O)C=CC=C3N. Cell line: IGROV1. Synergy scores: CSS=6.27, Synergy_ZIP=-3.44, Synergy_Bliss=-5.20, Synergy_Loewe=-4.56, Synergy_HSA=-4.61. (9) Drug 1: CCC1=CC2CC(C3=C(CN(C2)C1)C4=CC=CC=C4N3)(C5=C(C=C6C(=C5)C78CCN9C7C(C=CC9)(C(C(C8N6C)(C(=O)OC)O)OC(=O)C)CC)OC)C(=O)OC.C(C(C(=O)O)O)(C(=O)O)O. Drug 2: CN(C)N=NC1=C(NC=N1)C(=O)N. Cell line: HCT116. Synergy scores: CSS=27.7, Synergy_ZIP=-2.42, Synergy_Bliss=-8.58, Synergy_Loewe=-6.54, Synergy_HSA=-6.46. (10) Drug 1: CC1CCC2CC(C(=CC=CC=CC(CC(C(=O)C(C(C(=CC(C(=O)CC(OC(=O)C3CCCCN3C(=O)C(=O)C1(O2)O)C(C)CC4CCC(C(C4)OC)O)C)C)O)OC)C)C)C)OC. Drug 2: CS(=O)(=O)CCNCC1=CC=C(O1)C2=CC3=C(C=C2)N=CN=C3NC4=CC(=C(C=C4)OCC5=CC(=CC=C5)F)Cl. Cell line: TK-10. Synergy scores: CSS=28.9, Synergy_ZIP=-4.78, Synergy_Bliss=1.49, Synergy_Loewe=3.07, Synergy_HSA=3.99.